Dataset: Full USPTO retrosynthesis dataset with 1.9M reactions from patents (1976-2016). Task: Predict the reactants needed to synthesize the given product. (1) Given the product [CH2:1]([O:3][C:4]([C:6]1[N:7]([CH2:19][C:20]2[CH:24]=[C:23]([C:25]3[S:26][C:27]([Cl:30])=[CH:28][CH:29]=3)[O:22][N:21]=2)[N:8]=[C:9]([C:11]2[S:12][CH:13]=[CH:14][CH:15]=2)[CH:10]=1)=[O:5])[CH3:2], predict the reactants needed to synthesize it. The reactants are: [CH2:1]([O:3][C:4]([C:6]1[NH:7][N:8]=[C:9]([C:11]2[S:12][CH:13]=[CH:14][CH:15]=2)[CH:10]=1)=[O:5])[CH3:2].[H-].[Na+].Br[CH2:19][C:20]1[CH:24]=[C:23]([C:25]2[S:26][C:27]([Cl:30])=[CH:28][CH:29]=2)[O:22][N:21]=1.O. (2) Given the product [Cl:40][C:30]1[CH:29]=[C:28]([C:26]2[O:25][N:24]=[C:23]([C:20]3[CH:19]=[CH:18][C:17]([CH2:16][N:13]4[CH2:12][CH2:11][C:10]([CH3:41])([C:8]([OH:9])=[O:7])[CH2:15][CH2:14]4)=[CH:22][CH:21]=3)[N:27]=2)[CH:33]=[CH:32][C:31]=1[CH:34]1[CH2:39][CH2:38][CH2:37][CH2:36][CH2:35]1, predict the reactants needed to synthesize it. The reactants are: [OH-].[Na+].[OH-].[K+].C([O:7][C:8]([C:10]1([CH3:41])[CH2:15][CH2:14][N:13]([CH2:16][C:17]2[CH:22]=[CH:21][C:20]([C:23]3[N:27]=[C:26]([C:28]4[CH:33]=[CH:32][C:31]([CH:34]5[CH2:39][CH2:38][CH2:37][CH2:36][CH2:35]5)=[C:30]([Cl:40])[CH:29]=4)[O:25][N:24]=3)=[CH:19][CH:18]=2)[CH2:12][CH2:11]1)=[O:9])C.C(O)(=O)C. (3) The reactants are: C(N([CH2:6][CH3:7])CC)C.Cl.[NH2:9][C:10]([CH3:15])([CH3:14])[C:11]#[C:12][CH3:13].CC[C:18](O)=[S:19].C1C=CC2N([OH:30])N=NC=2C=1. Given the product [CH3:18][S:19][CH2:6][C:7]([NH:9][C:10]([CH3:15])([C:11]#[C:12][CH3:13])[CH3:14])=[O:30], predict the reactants needed to synthesize it.